Dataset: Catalyst prediction with 721,799 reactions and 888 catalyst types from USPTO. Task: Predict which catalyst facilitates the given reaction. (1) Reactant: [C:1]([O:5][C:6]([NH:8][CH2:9][CH2:10][CH2:11][C:12]([OH:14])=O)=[O:7])([CH3:4])([CH3:3])[CH3:2].CN(C(ON1N=NC2C=CC=CC1=2)=[N+](C)C)C.F[P-](F)(F)(F)(F)F.C(N(CC)CC)C.CN(C1C=CC=CN=1)C.[CH2:55]([O:62][NH2:63])[C:56]1[CH:61]=[CH:60][CH:59]=[CH:58][CH:57]=1. Product: [C:1]([O:5][C:6](=[O:7])[NH:8][CH2:9][CH2:10][CH2:11][C:12]([NH:63][O:62][CH2:55][C:56]1[CH:61]=[CH:60][CH:59]=[CH:58][CH:57]=1)=[O:14])([CH3:2])([CH3:3])[CH3:4]. The catalyst class is: 3. (2) Reactant: [CH2:1]([O:3][C:4](=[O:20])[CH2:5][C:6]([C@@H:8]1[CH2:12][CH2:11][CH2:10][N:9]1[C:13]([O:15][C:16]([CH3:19])([CH3:18])[CH3:17])=[O:14])=[O:7])[CH3:2].N1CCCCC1.[C:27]([C:30]1[CH:37]=[CH:36][C:33]([CH:34]=O)=[CH:32][CH:31]=1)([OH:29])=[O:28]. Product: [C:16]([O:15][C:13]([N:9]1[CH2:10][CH2:11][CH2:12][C@H:8]1[C:6](=[O:7])/[C:5](/[C:4]([O:3][CH2:1][CH3:2])=[O:20])=[CH:34]/[C:33]1[CH:36]=[CH:37][C:30]([C:27]([OH:29])=[O:28])=[CH:31][CH:32]=1)=[O:14])([CH3:19])([CH3:18])[CH3:17]. The catalyst class is: 48. (3) Reactant: [C:1]1([C:46]2[CH:51]=[CH:50][CH:49]=[CH:48][CH:47]=2)[CH:6]=[CH:5][C:4]([N:7]([C:34]2[CH:39]=[CH:38][C:37]([C:40]3[CH:45]=[CH:44][CH:43]=[CH:42][CH:41]=3)=[CH:36][CH:35]=2)[C:8]2[C:20]3[C:19]([C:27]4[CH:32]=[CH:31][CH:30]=[CH:29][CH:28]=4)([C:21]4[CH:26]=[CH:25][CH:24]=[CH:23][CH:22]=4)[C:18]4[C:13](=[CH:14][CH:15]=[CH:16][CH:17]=4)[C:12]=3[C:11](O)=[CH:10][CH:9]=2)=[CH:3][CH:2]=1.O1[C:56]2=CC=CC(B(O)O)=[C:55]2[CH:54]=[C:53]1[C:64]1O[C:66]2[CH:72]=[CH:71][CH:70]=[CH:69][C:67]=2[CH:68]=1.[OH-:73].[NH3+]N. Product: [C:1]1([C:46]2[CH:51]=[CH:50][CH:49]=[CH:48][CH:47]=2)[CH:6]=[CH:5][C:4]([N:7]([C:34]2[CH:39]=[CH:38][C:37]([C:40]3[CH:45]=[CH:44][CH:43]=[CH:42][CH:41]=3)=[CH:36][CH:35]=2)[C:8]2[C:20]3[C:19]([C:27]4[CH:32]=[CH:31][CH:30]=[CH:29][CH:28]=4)([C:21]4[CH:26]=[CH:25][CH:24]=[CH:23][CH:22]=4)[C:18]4[C:13](=[CH:14][CH:15]=[CH:16][CH:17]=4)[C:12]=3[C:11]([C:72]3[C:66]4[O:73][C:64]5[CH:53]=[CH:54][CH:55]=[CH:56][C:68]=5[C:67]=4[CH:69]=[CH:70][CH:71]=3)=[CH:10][CH:9]=2)=[CH:3][CH:2]=1. The catalyst class is: 516. (4) Reactant: [NH2:1][C:2]1[CH:12]=[CH:11][C:5]([C:6]([O:8][CH2:9][CH3:10])=[O:7])=[CH:4][CH:3]=1.N1C=CC=CC=1.[NH2:19][C:20]1[S:21][C:22]2[C:23](=[C:25]([S:30](Cl)(=[O:32])=[O:31])[CH:26]=[C:27]([F:29])[CH:28]=2)[N:24]=1. Product: [NH2:19][C:20]1[S:21][C:22]2[C:23](=[C:25]([S:30]([NH:1][C:2]3[CH:3]=[CH:4][C:5]([C:6]([O:8][CH2:9][CH3:10])=[O:7])=[CH:11][CH:12]=3)(=[O:32])=[O:31])[CH:26]=[C:27]([F:29])[CH:28]=2)[N:24]=1. The catalyst class is: 2.